This data is from Catalyst prediction with 721,799 reactions and 888 catalyst types from USPTO. The task is: Predict which catalyst facilitates the given reaction. (1) Reactant: [CH3:1][N:2]([CH:10]1[CH2:15][CH2:14][N:13]([CH3:16])[CH2:12][CH2:11]1)[C:3]1[CH:8]=[CH:7][CH:6]=[C:5]([NH2:9])[N:4]=1.[CH:17]1([C:23]([Cl:25])=[O:24])[CH2:22][CH2:21][CH2:20][CH2:19][CH2:18]1. Product: [ClH:25].[CH3:1][N:2]([CH:10]1[CH2:15][CH2:14][N:13]([CH3:16])[CH2:12][CH2:11]1)[C:3]1[N:4]=[C:5]([NH:9][C:23]([CH:17]2[CH2:22][CH2:21][CH2:20][CH2:19][CH2:18]2)=[O:24])[CH:6]=[CH:7][CH:8]=1. The catalyst class is: 17. (2) Reactant: [CH3:1][O:2][CH2:3][CH2:4][O:5][C:6]1[CH:14]=[C:13]2[C:9]([CH:10]=[CH:11][NH:12]2)=[CH:8][CH:7]=1.[F:15][C:16]1[C:21](/[CH:22]=[CH:23]/[N+:24]([O-:26])=[O:25])=[CH:20][CH:19]=[CH:18][C:17]=1[NH:27][C:28](=[O:37])[O:29][CH2:30][C:31]1[CH:36]=[CH:35][CH:34]=[CH:33][CH:32]=1. Product: [F:15][C:16]1[C:21]([CH:22]([C:10]2[C:9]3[C:13](=[CH:14][C:6]([O:5][CH2:4][CH2:3][O:2][CH3:1])=[CH:7][CH:8]=3)[NH:12][CH:11]=2)[CH2:23][N+:24]([O-:26])=[O:25])=[CH:20][CH:19]=[CH:18][C:17]=1[NH:27][C:28](=[O:37])[O:29][CH2:30][C:31]1[CH:36]=[CH:35][CH:34]=[CH:33][CH:32]=1. The catalyst class is: 1.